This data is from Acute oral toxicity (LD50) regression data from Zhu et al.. The task is: Regression/Classification. Given a drug SMILES string, predict its toxicity properties. Task type varies by dataset: regression for continuous values (e.g., LD50, hERG inhibition percentage) or binary classification for toxic/non-toxic outcomes (e.g., AMES mutagenicity, cardiotoxicity, hepatotoxicity). Dataset: ld50_zhu. (1) The molecule is CCCCCCOCCOC(=O)CCC(=O)OCCOCCCCCC. The rat oral LD50 is 1.94, given as -log10 of the dose in mol/kg body weight (higher means more acutely toxic). (2) The compound is O=C(O)Cc1ccc2c(c1)C(=O)c1ccccc1CN2. The rat oral LD50 is 2.52, given as -log10 of the dose in mol/kg body weight (higher means more acutely toxic). (3) The drug is COc1ccc2c(c1)Sc1ccccc1N2C1CCCN(C)C1. The rat oral LD50 is 2.64, given as -log10 of the dose in mol/kg body weight (higher means more acutely toxic). (4) The drug is C1CC2OC2CC1C1CO1. The rat oral LD50 is 1.82, given as -log10 of the dose in mol/kg body weight (higher means more acutely toxic). (5) The compound is CCc1ccc(C(=O)c2ccccc2)c(C(=O)O)c1. The rat oral LD50 is 1.76, given as -log10 of the dose in mol/kg body weight (higher means more acutely toxic). (6) The drug is O=C(NC1CCCCC1)NS(=O)(=O)c1ccc(Cl)cc1. The rat oral LD50 is 2.32, given as -log10 of the dose in mol/kg body weight (higher means more acutely toxic). (7) The drug is CCC=CCC=O. The rat oral LD50 is 1.80, given as -log10 of the dose in mol/kg body weight (higher means more acutely toxic). (8) The drug is N#CCCCCC#N. The rat oral LD50 is 2.84, given as -log10 of the dose in mol/kg body weight (higher means more acutely toxic).